This data is from Full USPTO retrosynthesis dataset with 1.9M reactions from patents (1976-2016). The task is: Predict the reactants needed to synthesize the given product. (1) Given the product [CH3:22][C:23]1[CH:24]=[C:25]([NH:35][C:2]2[N:7]=[C:6]([O:8][CH:9]3[CH2:10][CH2:11][NH:12][CH2:13][CH2:14]3)[CH:5]=[CH:4][N:3]=2)[CH:26]=[C:27]([C:29]2[CH:34]=[CH:33][CH:32]=[CH:31][CH:30]=2)[CH:28]=1.[S:43]([C:40]1[CH:41]=[CH:42][C:37]([CH3:36])=[CH:38][CH:39]=1)([O-:46])(=[O:45])=[O:44], predict the reactants needed to synthesize it. The reactants are: Cl[C:2]1[N:7]=[C:6]([O:8][CH:9]2[CH2:14][CH2:13][N:12](C(OC(C)(C)C)=O)[CH2:11][CH2:10]2)[CH:5]=[CH:4][N:3]=1.[CH3:22][C:23]1[CH:24]=[C:25]([NH2:35])[CH:26]=[C:27]([C:29]2[CH:34]=[CH:33][CH:32]=[CH:31][CH:30]=2)[CH:28]=1.[CH3:36][C:37]1[CH:38]=[CH:39][C:40]([S:43]([OH:46])(=[O:45])=[O:44])=[CH:41][CH:42]=1. (2) The reactants are: [CH3:1][N:2]([CH2:14][C:15]([OH:17])=O)[NH:3][C:4](=[O:13])[NH:5][CH2:6][C:7]1[CH:12]=[CH:11][N:10]=[CH:9][CH:8]=1.[NH2:18][C@@H:19]([CH2:43][C:44]([NH:46][C:47]([C:60]1[CH:65]=[CH:64][CH:63]=[CH:62][CH:61]=1)([C:54]1[CH:59]=[CH:58][CH:57]=[CH:56][CH:55]=1)[C:48]1[CH:53]=[CH:52][CH:51]=[CH:50][CH:49]=1)=[O:45])[C:20]([N:22]([C@@H:34]([CH3:42])[CH:35]([O:39][CH2:40][CH3:41])[O:36][CH2:37][CH3:38])[CH2:23][C:24]1[C:33]2[C:28](=[CH:29][CH:30]=[CH:31][CH:32]=2)[CH:27]=[CH:26][CH:25]=1)=[O:21]. Given the product [CH2:37]([O:36][CH:35]([O:39][CH2:40][CH3:41])[C@@H:34]([N:22]([CH2:23][C:24]1[C:33]2[C:28](=[CH:29][CH:30]=[CH:31][CH:32]=2)[CH:27]=[CH:26][CH:25]=1)[C:20](=[O:21])[C@@H:19]([NH:18][C:15](=[O:17])[CH2:14][N:2]([CH3:1])[NH:3][C:4]([NH:5][CH2:6][C:7]1[CH:8]=[CH:9][N:10]=[CH:11][CH:12]=1)=[O:13])[CH2:43][C:44](=[O:45])[NH:46][C:47]([C:48]1[CH:49]=[CH:50][CH:51]=[CH:52][CH:53]=1)([C:54]1[CH:59]=[CH:58][CH:57]=[CH:56][CH:55]=1)[C:60]1[CH:61]=[CH:62][CH:63]=[CH:64][CH:65]=1)[CH3:42])[CH3:38], predict the reactants needed to synthesize it. (3) Given the product [Br:3][C:4]1[CH:5]=[C:6]([CH:9]=[CH:10][C:11]=1[O:12][C:13]([F:14])([F:15])[F:16])[C:7]([OH:1])=[O:8], predict the reactants needed to synthesize it. The reactants are: [OH:1]O.[Br:3][C:4]1[CH:5]=[C:6]([CH:9]=[CH:10][C:11]=1[O:12][C:13]([F:16])([F:15])[F:14])[CH:7]=[O:8].Cl. (4) Given the product [CH2:1]([O:3][C:4](=[O:20])[CH:5]([O:17][CH2:18][CH3:19])[CH2:6][C:7]1[CH:8]=[C:9]2[C:13](=[CH:14][CH:15]=1)[N:12]([CH2:22][C:23]1[N:24]=[C:25]([C:29]3[CH:34]=[CH:33][CH:32]=[CH:31][C:30]=3[Cl:35])[O:26][C:27]=1[CH3:28])[C:11]([CH3:16])=[CH:10]2)[CH3:2], predict the reactants needed to synthesize it. The reactants are: [CH2:1]([O:3][C:4](=[O:20])[CH:5]([O:17][CH2:18][CH3:19])[CH2:6][C:7]1[CH:8]=[C:9]2[C:13](=[CH:14][CH:15]=1)[NH:12][C:11]([CH3:16])=[CH:10]2)[CH3:2].Cl[CH2:22][C:23]1[N:24]=[C:25]([C:29]2[CH:34]=[CH:33][CH:32]=[CH:31][C:30]=2[Cl:35])[O:26][C:27]=1[CH3:28]. (5) The reactants are: [CH3:1][C:2]1[CH:7]=[CH:6][C:5]([CH3:8])=[CH:4][C:3]=1[NH:9][C:10](=[O:15])[CH2:11][C:12](=O)[CH3:13]. Given the product [CH3:13][C:12]1[C:4]2[C:3](=[C:2]([CH3:1])[CH:7]=[CH:6][C:5]=2[CH3:8])[N:9]=[C:10]([OH:15])[CH:11]=1, predict the reactants needed to synthesize it.